Regression. Given a peptide amino acid sequence and an MHC pseudo amino acid sequence, predict their binding affinity value. This is MHC class I binding data. From a dataset of Peptide-MHC class I binding affinity with 185,985 pairs from IEDB/IMGT. (1) The peptide sequence is NRSGSQQWR. The MHC is HLA-A68:02 with pseudo-sequence HLA-A68:02. The binding affinity (normalized) is 0. (2) The peptide sequence is KLYERNTAF. The MHC is HLA-C12:03 with pseudo-sequence HLA-C12:03. The binding affinity (normalized) is 0.484. (3) The peptide sequence is LFDKDTFFK. The MHC is HLA-A11:01 with pseudo-sequence HLA-A11:01. The binding affinity (normalized) is 0.527. (4) The peptide sequence is ILGGGLLVGLLPAV. The MHC is H-2-Kb with pseudo-sequence H-2-Kb. The binding affinity (normalized) is 0.0287. (5) The peptide sequence is MSLLDAHIPQL. The MHC is HLA-B45:01 with pseudo-sequence HLA-B45:01. The binding affinity (normalized) is 0.